Dataset: Full USPTO retrosynthesis dataset with 1.9M reactions from patents (1976-2016). Task: Predict the reactants needed to synthesize the given product. (1) Given the product [CH3:1][O:2][C:3]([C:5]1[C:10]([NH2:11])=[N:9][C:8]([CH:12]=[CH:13][O:14][CH3:15])=[CH:7][N:6]=1)=[O:4], predict the reactants needed to synthesize it. The reactants are: [CH3:1][O:2][C:3]([C:5]1[C:10]([NH2:11])=[N:9][C:8]([CH2:12][CH:13](OC)[O:14][CH3:15])=[CH:7][N:6]=1)=[O:4].CCN(CC)CC.FC(F)(F)S([O-])(=O)=O.C([O-])(O)=O.[Na+]. (2) Given the product [N:4]1([C@@H:5]([C:14]2[CH:19]=[CH:18][CH:17]=[CH:16][CH:15]=2)[CH2:6][C:7]([O:9][C:10]([CH3:13])([CH3:12])[CH3:11])=[O:8])[C:3]2[CH:20]=[CH:21][CH:22]=[CH:23][C:2]=2[N:1]=[CH:24]1, predict the reactants needed to synthesize it. The reactants are: [NH2:1][C:2]1[CH:23]=[CH:22][CH:21]=[CH:20][C:3]=1[NH:4][C@@H:5]([C:14]1[CH:19]=[CH:18][CH:17]=[CH:16][CH:15]=1)[CH2:6][C:7]([O:9][C:10]([CH3:13])([CH3:12])[CH3:11])=[O:8].[C:24](O)(=O)C.C(N)=N. (3) Given the product [CH:1]1([CH2:6][CH2:7][C:9]2[C:13]3[CH:14]=[CH:15][CH:16]=[CH:17][C:12]=3[O:11][C:10]=2[C:18]2[CH:27]=[CH:26][C:25]3[C:20](=[CH:21][CH:22]=[C:23]([O:28][CH3:29])[CH:24]=3)[CH:19]=2)[CH2:5][CH2:4][CH2:3][CH2:2]1, predict the reactants needed to synthesize it. The reactants are: [CH:1]1([CH2:6][CH:7]([C:9]2[C:13]3[CH:14]=[CH:15][CH:16]=[CH:17][C:12]=3[O:11][C:10]=2[C:18]2[CH:27]=[CH:26][C:25]3[C:20](=[CH:21][CH:22]=[C:23]([O:28][CH3:29])[CH:24]=3)[CH:19]=2)O)[CH2:5][CH2:4][CH2:3][CH2:2]1.C([SiH](CC)CC)C.FC(F)(F)C(O)=O. (4) Given the product [Cl:1][C:2]1[CH:29]=[C:28]([N:30]([CH3:32])[CH3:31])[CH:27]=[C:26]([CH3:33])[C:3]=1[C:4]([N:6]1[C:14]2[C:9](=[N:10][CH:11]=[CH:12][CH:13]=2)[C:8]([C:15]2[CH:24]=[CH:23][C:18]([C:19]([OH:21])=[O:20])=[CH:17][C:16]=2[F:25])=[N:7]1)=[O:5], predict the reactants needed to synthesize it. The reactants are: [Cl:1][C:2]1[CH:29]=[C:28]([N:30]([CH3:32])[CH3:31])[CH:27]=[C:26]([CH3:33])[C:3]=1[C:4]([N:6]1[C:14]2[C:9](=[N:10][CH:11]=[CH:12][CH:13]=2)[C:8]([C:15]2[CH:24]=[CH:23][C:18]([C:19]([O:21]C)=[O:20])=[CH:17][C:16]=2[F:25])=[N:7]1)=[O:5].O[Li].O.